Dataset: Forward reaction prediction with 1.9M reactions from USPTO patents (1976-2016). Task: Predict the product of the given reaction. (1) Given the reactants [NH2:1][C:2]1[CH:7]=[CH:6][C:5]([CH2:8][CH2:9][C:10]2[CH:15]=[C:14]([C:16]([CH3:19])([CH3:18])[CH3:17])[CH:13]=[C:12]([C:20]3[C:21]([O:26][CH3:27])=[N:22][CH:23]=[CH:24][CH:25]=3)[C:11]=2[OH:28])=[CH:4][CH:3]=1.[CH3:29][S:30](Cl)(=[O:32])=[O:31], predict the reaction product. The product is: [C:16]([C:14]1[CH:13]=[C:12]([C:20]2[C:21]([O:26][CH3:27])=[N:22][CH:23]=[CH:24][CH:25]=2)[C:11]([OH:28])=[C:10]([CH2:9][CH2:8][C:5]2[CH:6]=[CH:7][C:2]([NH:1][S:30]([CH3:29])(=[O:32])=[O:31])=[CH:3][CH:4]=2)[CH:15]=1)([CH3:19])([CH3:17])[CH3:18]. (2) The product is: [Br:1][C:2]1[CH:7]=[C:6]([F:8])[CH:5]=[CH:4][C:3]=1[CH:9]1[N:10]=[C:11]([C:22]2[S:23][CH:24]=[CH:25][N:26]=2)[NH:12][C:13]([CH2:20][N:27]2[CH2:32][CH2:31][O:30][CH2:29][CH:28]2[CH2:33][CH:34]([C:40]([O:42][CH2:43][CH3:44])=[O:41])[C:35]([O:37][CH2:38][CH3:39])=[O:36])=[C:14]1[C:15]([O:17][CH2:18][CH3:19])=[O:16]. Given the reactants [Br:1][C:2]1[CH:7]=[C:6]([F:8])[CH:5]=[CH:4][C:3]=1[CH:9]1[C:14]([C:15]([O:17][CH2:18][CH3:19])=[O:16])=[C:13]([CH2:20]Br)[NH:12][C:11]([C:22]2[S:23][CH:24]=[CH:25][N:26]=2)=[N:10]1.[NH:27]1[CH2:32][CH2:31][O:30][CH2:29][CH:28]1[CH2:33][CH:34]([C:40]([O:42][CH2:43][CH3:44])=[O:41])[C:35]([O:37][CH2:38][CH3:39])=[O:36], predict the reaction product. (3) Given the reactants [CH2:1]([C:3]1[CH:18]=[C:17]([C:19](=[NH:22])[NH:20][OH:21])[CH:16]=[C:15]([CH3:23])[C:4]=1[O:5][CH2:6][C@@H:7]([OH:14])[CH2:8][NH:9][C:10](=[O:13])[CH2:11][OH:12])C.C1O[C@@H]1CO, predict the reaction product. The product is: [OH:12][CH2:11][C:10]([NH:9][CH2:8][C@H:7]([OH:14])[CH2:6][O:5][C:4]1[C:3]([CH3:1])=[CH:18][C:17]([C:19](=[NH:22])[NH:20][OH:21])=[CH:16][C:15]=1[CH3:23])=[O:13]. (4) Given the reactants [CH2:1]([O:8][C:9]([N:11]1[C@H:15]([C:16](=[O:29])[NH:17][C:18]2[CH:23]=[CH:22][CH:21]=[C:20]([O:24][C:25]([F:28])([F:27])[F:26])[CH:19]=2)[CH2:14][CH2:13][C@@H:12]1[CH2:30][OH:31])=[O:10])[C:2]1[CH:7]=[CH:6][CH:5]=[CH:4][CH:3]=1.CCN(CC)CC.[S:39](Cl)([CH3:42])(=[O:41])=[O:40].Cl, predict the reaction product. The product is: [CH2:1]([O:8][C:9]([N:11]1[C@H:15]([C:16](=[O:29])[NH:17][C:18]2[CH:23]=[CH:22][CH:21]=[C:20]([O:24][C:25]([F:26])([F:27])[F:28])[CH:19]=2)[CH2:14][CH2:13][C@@H:12]1[CH2:30][O:31][S:39]([CH3:42])(=[O:41])=[O:40])=[O:10])[C:2]1[CH:7]=[CH:6][CH:5]=[CH:4][CH:3]=1.